Task: Predict the product of the given reaction.. Dataset: Forward reaction prediction with 1.9M reactions from USPTO patents (1976-2016) (1) Given the reactants [S:1]1[CH:5]=[CH:4][C:3]([C:6]2[CH:15]=[CH:14][CH:13]=[CH:12][C:7]=2[C:8]([O:10]C)=O)=[CH:2]1.CN(C=O)C.C(Cl)(=O)C(Cl)=O.[Al+3].[Cl-].[Cl-].[Cl-], predict the reaction product. The product is: [S:1]1[CH:5]=[CH:4][C:3]2[C:6]3[CH:15]=[CH:14][CH:13]=[CH:12][C:7]=3[C:8](=[O:10])[C:2]1=2. (2) Given the reactants Br[C:2]1[N:7]=[C:6]([C:8]([O:10][CH3:11])=[O:9])[CH:5]=[CH:4][CH:3]=1.[NH:12]1[CH:16]=[CH:15][CH:14]=[N:13]1.CN[C@@H]1CCCC[C@H]1NC.C([O-])([O-])=O.[K+].[K+], predict the reaction product. The product is: [N:12]1([C:2]2[N:7]=[C:6]([C:8]([O:10][CH3:11])=[O:9])[CH:5]=[CH:4][CH:3]=2)[CH:16]=[CH:15][CH:14]=[N:13]1. (3) Given the reactants C1CCN2C(=NCCC2)CC1.[CH3:12][NH:13][C:14]1[C:19]([CH:20]=O)=[CH:18][N:17]=[C:16]([S:22][CH3:23])[N:15]=1.[Cl:24][C:25]1[CH:30]=[CH:29][CH:28]=[CH:27][C:26]=1[CH2:31][C:32]([O:34]CC)=O.O, predict the reaction product. The product is: [Cl:24][C:25]1[CH:30]=[CH:29][CH:28]=[CH:27][C:26]=1[C:31]1[C:32](=[O:34])[N:13]([CH3:12])[C:14]2[N:15]=[C:16]([S:22][CH3:23])[N:17]=[CH:18][C:19]=2[CH:20]=1. (4) Given the reactants [CH2:1]([C:3]1[CH:4]=[CH:5][CH:6]=[C:7]2[C:11]=1[NH:10][CH:9]=[CH:8]2)[CH3:2].[Al](Cl)(CC)CC.[C:18](Cl)([CH3:20])=[O:19].C([O-])([O-])=O.[Cs+].[Cs+].[Cl:28][CH2:29][CH2:30][CH2:31]I, predict the reaction product. The product is: [Cl:28][CH2:29][CH2:30][CH2:31][N:10]1[C:11]2[C:7](=[CH:6][CH:5]=[CH:4][C:3]=2[CH2:1][CH3:2])[C:8]([C:18](=[O:19])[CH3:20])=[CH:9]1. (5) Given the reactants [CH2:1]([O:3][C:4](=[O:37])[CH2:5][C:6]1[CH:7]=[C:8]([C:13]2[CH:18]=[CH:17][C:16]([C:19]([F:22])([F:21])[F:20])=[CH:15][C:14]=2[CH2:23][N:24]([C:27]([O:29][CH2:30][C:31]2[CH:36]=[CH:35][CH:34]=[CH:33][CH:32]=2)=[O:28])[CH2:25][CH3:26])[C:9]([OH:12])=[CH:10][CH:11]=1)[CH3:2].C(=O)([O-])[O-].[Cs+].[Cs+].C1C=CC(N([S:51]([C:54]([F:57])([F:56])[F:55])(=[O:53])=[O:52])[S:51]([C:54]([F:57])([F:56])[F:55])(=[O:53])=[O:52])=CC=1, predict the reaction product. The product is: [CH2:1]([O:3][C:4](=[O:37])[CH2:5][C:6]1[CH:7]=[C:8]([C:13]2[CH:18]=[CH:17][C:16]([C:19]([F:21])([F:22])[F:20])=[CH:15][C:14]=2[CH2:23][N:24]([C:27]([O:29][CH2:30][C:31]2[CH:36]=[CH:35][CH:34]=[CH:33][CH:32]=2)=[O:28])[CH2:25][CH3:26])[C:9]([O:12][S:51]([C:54]([F:57])([F:56])[F:55])(=[O:53])=[O:52])=[CH:10][CH:11]=1)[CH3:2]. (6) Given the reactants [NH:1]1[C:9]2[C:4](=[CH:5][CH:6]=[CH:7][CH:8]=2)[CH:3]=[C:2]1[C:10]1[C:11]([O:32][CH3:33])=[CH:12][C:13]([O:30][CH3:31])=[C:14](/[CH:16]=[CH:17]/[C:18]([C:20]2[CH:25]=[CH:24][C:23]([S:26]([NH2:29])(=[O:28])=[O:27])=[CH:22][CH:21]=2)=[O:19])[CH:15]=1.CCN(CC)CC.[C:41](O[C:41](=[O:45])[CH2:42][CH2:43][CH3:44])(=[O:45])[CH2:42][CH2:43][CH3:44].O, predict the reaction product. The product is: [C:41]([NH:29][S:26]([C:23]1[CH:22]=[CH:21][C:20]([C:18](=[O:19])/[CH:17]=[CH:16]/[C:14]2[CH:15]=[C:10]([C:2]3[NH:1][C:9]4[C:4]([CH:3]=3)=[CH:5][CH:6]=[CH:7][CH:8]=4)[C:11]([O:32][CH3:33])=[CH:12][C:13]=2[O:30][CH3:31])=[CH:25][CH:24]=1)(=[O:28])=[O:27])(=[O:45])[CH2:42][CH2:43][CH3:44]. (7) Given the reactants [CH3:1][C:2]1[CH:7]=[CH:6][C:5]([C:8]2[CH:13]=[CH:12][CH:11]=[C:10]([N+:14]([O-])=O)[CH:9]=2)=[CH:4][CH:3]=1.C.O.NN, predict the reaction product. The product is: [CH3:1][C:2]1[CH:3]=[CH:4][C:5]([C:8]2[CH:13]=[CH:12][CH:11]=[C:10]([NH2:14])[CH:9]=2)=[CH:6][CH:7]=1. (8) Given the reactants [O:1]=[C:2]1[NH:6][C:5](=[O:7])[C:4](=[CH:8][C:9]2[CH:33]=[CH:32][C:12]([O:13][C:14]3[CH:19]=[CH:18][C:17]([C:20](=[CH:24][C:25]4[CH:30]=[CH:29][C:28]([CH3:31])=[CH:27][CH:26]=4)[C:21]([OH:23])=[O:22])=[CH:16][CH:15]=3)=[CH:11][CH:10]=2)[S:3]1.C([O-])=O.[NH4+], predict the reaction product. The product is: [O:1]=[C:2]1[NH:6][C:5](=[O:7])[CH:4]([CH2:8][C:9]2[CH:10]=[CH:11][C:12]([O:13][C:14]3[CH:15]=[CH:16][C:17]([C:20](=[CH:24][C:25]4[CH:26]=[CH:27][C:28]([CH3:31])=[CH:29][CH:30]=4)[C:21]([OH:23])=[O:22])=[CH:18][CH:19]=3)=[CH:32][CH:33]=2)[S:3]1. (9) Given the reactants C(Cl)(=O)C(Cl)=O.[C:7]([C:11]1[CH:19]=[CH:18][C:14]([C:15](O)=[O:16])=[C:13]([F:20])[CH:12]=1)([CH3:10])([CH3:9])[CH3:8].[NH3:21], predict the reaction product. The product is: [C:7]([C:11]1[CH:19]=[CH:18][C:14]([C:15]([NH2:21])=[O:16])=[C:13]([F:20])[CH:12]=1)([CH3:10])([CH3:9])[CH3:8].